The task is: Regression. Given a peptide amino acid sequence and an MHC pseudo amino acid sequence, predict their binding affinity value. This is MHC class I binding data.. This data is from Peptide-MHC class I binding affinity with 185,985 pairs from IEDB/IMGT. The peptide sequence is LAAPCRNAL. The MHC is HLA-A03:01 with pseudo-sequence HLA-A03:01. The binding affinity (normalized) is 0.0847.